Dataset: NCI-60 drug combinations with 297,098 pairs across 59 cell lines. Task: Regression. Given two drug SMILES strings and cell line genomic features, predict the synergy score measuring deviation from expected non-interaction effect. (1) Drug 1: C1=CC(=C2C(=C1NCCNCCO)C(=O)C3=C(C=CC(=C3C2=O)O)O)NCCNCCO. Drug 2: C1=NC(=NC(=O)N1C2C(C(C(O2)CO)O)O)N. Cell line: SNB-75. Synergy scores: CSS=55.7, Synergy_ZIP=1.47, Synergy_Bliss=2.18, Synergy_Loewe=-20.0, Synergy_HSA=0.805. (2) Drug 1: C1=CC=C(C=C1)NC(=O)CCCCCCC(=O)NO. Drug 2: CC(C)(C1=NC(=CC=C1)N2C3=NC(=NC=C3C(=O)N2CC=C)NC4=CC=C(C=C4)N5CCN(CC5)C)O. Cell line: T-47D. Synergy scores: CSS=52.6, Synergy_ZIP=9.24, Synergy_Bliss=11.3, Synergy_Loewe=12.2, Synergy_HSA=13.5.